The task is: Predict which catalyst facilitates the given reaction.. This data is from Catalyst prediction with 721,799 reactions and 888 catalyst types from USPTO. Reactant: [Cl:1][C:2]1[CH:7]=[CH:6][C:5]([C:8]2[S:9][C:10]([C:20](=[O:29])[C:21]3[CH:26]=[CH:25][C:24]([O:27][CH3:28])=[CH:23][CH:22]=3)=[CH:11][C:12]=2[CH2:13][C:14]([O:16][CH:17]([CH3:19])C)=[O:15])=[CH:4][CH:3]=1.[CH3:30][Si]([N-][Si](C)(C)C)(C)C.[Li+].[Cl-].COC.[Cl-].[NH4+]. Product: [Cl:1][C:2]1[CH:3]=[CH:4][C:5]([C:8]2[S:9][C:10]([C:20](=[O:29])[C:21]3[CH:22]=[CH:23][C:24]([O:27][CH3:28])=[CH:25][CH:26]=3)=[CH:11][C:12]=2[CH:13]([CH3:30])[C:14]([O:16][CH2:17][CH3:19])=[O:15])=[CH:6][CH:7]=1. The catalyst class is: 7.